Dataset: Full USPTO retrosynthesis dataset with 1.9M reactions from patents (1976-2016). Task: Predict the reactants needed to synthesize the given product. (1) The reactants are: [CH2:1]([O:3][C:4]([C:6]1([CH3:27])[CH2:11][CH2:10][N:9]([C:12]2[CH2:26][C:15]3([CH2:18][N:17]([C:19](OC(C)(C)C)=O)[CH2:16]3)[O:14][N:13]=2)[CH2:8][CH2:7]1)=[O:5])[CH3:2].[CH:28]1([C:31]2[CH:36]=[C:35](C=O)[CH:34]=[C:33]([O:39][CH3:40])[C:32]=2[C:41]2[CH:46]=[CH:45][C:44]([F:47])=[CH:43][CH:42]=2)[CH2:30][CH2:29]1. Given the product [CH:28]1([C:31]2[CH:36]=[C:35]([CH2:19][N:17]3[CH2:18][C:15]4([CH2:26][C:12]([N:9]5[CH2:8][CH2:7][C:6]([CH3:27])([C:4]([O:3][CH2:1][CH3:2])=[O:5])[CH2:11][CH2:10]5)=[N:13][O:14]4)[CH2:16]3)[CH:34]=[C:33]([O:39][CH3:40])[C:32]=2[C:41]2[CH:46]=[CH:45][C:44]([F:47])=[CH:43][CH:42]=2)[CH2:29][CH2:30]1, predict the reactants needed to synthesize it. (2) Given the product [NH2:33][CH2:32][CH2:31][CH2:30][NH:29][C:28](=[NH:41])[NH:27][CH2:26][C:24]1[CH:23]=[N:22][N:21]([CH2:20][C@@H:12]2[C@H:11]([NH:10][C:8](=[O:9])/[C:7](=[N:42]\[O:43][C:44]3([C:47]([OH:49])=[O:48])[CH2:45][CH2:46]3)/[C:5]3[N:6]=[C:2]([NH2:1])[S:3][CH:4]=3)[C:14](=[O:15])[N:13]2[S:16]([OH:19])(=[O:18])=[O:17])[N:25]=1, predict the reactants needed to synthesize it. The reactants are: [NH2:1][C:2]1[S:3][CH:4]=[C:5](/[C:7](=[N:42]/[O:43][C:44]2([C:47]([OH:49])=[O:48])[CH2:46][CH2:45]2)/[C:8]([NH:10][C@@H:11]2[C:14](=[O:15])[N:13]([S:16]([OH:19])(=[O:18])=[O:17])[C@@H:12]2[CH2:20][N:21]2[N:25]=[C:24]([CH2:26][NH:27][C:28](=[NH:41])[NH:29][CH2:30][CH2:31][CH2:32][NH:33]C(=O)OC(C)(C)C)[CH:23]=[N:22]2)=[O:9])[N:6]=1.C(O)(C(F)(F)F)=O. (3) Given the product [CH2:21]([O:14][C:12]1[C:11]([Cl:15])=[C:10]([CH3:16])[N:9]=[C:8]([C:5]2[N:6]=[CH:7][C:2]([NH2:1])=[CH:3][CH:4]=2)[N:13]=1)[CH:20]=[CH2:19], predict the reactants needed to synthesize it. The reactants are: [NH2:1][C:2]1[CH:3]=[CH:4][C:5]([C:8]2[N:13]=[C:12]([OH:14])[C:11]([Cl:15])=[C:10]([CH3:16])[N:9]=2)=[N:6][CH:7]=1.[H-].[Na+].[CH2:19](Br)[CH:20]=[CH2:21]. (4) Given the product [CH3:38][N:35]1[CH2:34][CH2:33][N:32]([C:31]2[C:26]3[N:27]([C:23]([C:19]4[N:18]=[C:17]([NH:16][CH:9]([C:10]5[CH:15]=[CH:14][CH:13]=[CH:12][CH:11]=5)[CH2:8][NH2:7])[CH:22]=[CH:21][CH:20]=4)=[CH:24][N:25]=3)[CH:28]=[CH:29][N:30]=2)[CH2:37][CH2:36]1, predict the reactants needed to synthesize it. The reactants are: C(OC(=O)[NH:7][CH2:8][CH:9]([NH:16][C:17]1[CH:22]=[CH:21][CH:20]=[C:19]([C:23]2[N:27]3[CH:28]=[CH:29][N:30]=[C:31]([N:32]4[CH2:37][CH2:36][N:35]([CH3:38])[CH2:34][CH2:33]4)[C:26]3=[N:25][CH:24]=2)[N:18]=1)[C:10]1[CH:15]=[CH:14][CH:13]=[CH:12][CH:11]=1)(C)(C)C.Cl. (5) Given the product [CH:1]1([N:4]([S:37]([C:32]2[CH:33]=[CH:34][CH:35]=[CH:36][N:31]=2)(=[O:39])=[O:38])[C:5]2[CH:6]=[C:7]([O:26][CH2:27][CH2:28][O:29][CH3:30])[CH:8]=[C:9]3[C:13]=2[N:12]([C:14]([O:16][C:17]([CH3:19])([CH3:18])[CH3:20])=[O:15])[CH:11]([C:21]([O:23][CH2:24][CH3:25])=[O:22])[CH2:10]3)[CH2:2][CH2:3]1, predict the reactants needed to synthesize it. The reactants are: [CH:1]1([NH:4][C:5]2[CH:6]=[C:7]([O:26][CH2:27][CH2:28][O:29][CH3:30])[CH:8]=[C:9]3[C:13]=2[N:12]([C:14]([O:16][C:17]([CH3:20])([CH3:19])[CH3:18])=[O:15])[CH:11]([C:21]([O:23][CH2:24][CH3:25])=[O:22])[CH2:10]3)[CH2:3][CH2:2]1.[N:31]1[CH:36]=[CH:35][CH:34]=[CH:33][C:32]=1[S:37](Cl)(=[O:39])=[O:38].